Dataset: Forward reaction prediction with 1.9M reactions from USPTO patents (1976-2016). Task: Predict the product of the given reaction. (1) Given the reactants [CH3:1][O:2][C:3](=[O:17])[C:4]1[CH:9]=[CH:8][C:7]([NH:10][CH2:11][CH2:12][Cl:13])=[C:6]([N+:14]([O-])=O)[CH:5]=1, predict the reaction product. The product is: [CH3:1][O:2][C:3](=[O:17])[C:4]1[CH:9]=[CH:8][C:7]([NH:10][CH2:11][CH2:12][Cl:13])=[C:6]([NH2:14])[CH:5]=1. (2) Given the reactants [C:9](O[C:9]([O:11][C:12]([CH3:15])([CH3:14])[CH3:13])=[O:10])([O:11][C:12]([CH3:15])([CH3:14])[CH3:13])=[O:10].[CH2:16]1[C@@H:19]([C:20]([OH:22])=[O:21])[NH:18][CH2:17]1.C(=O)([O-])[O-].[Na+].[Na+], predict the reaction product. The product is: [N:18]1([C:9]([O:11][C:12]([CH3:13])([CH3:14])[CH3:15])=[O:10])[CH2:17][CH2:16][C@H:19]1[C:20]([OH:22])=[O:21]. (3) Given the reactants Cl[C:2]1[CH:7]=[CH:6][C:5]([N+:8]([O-:10])=[O:9])=[CH:4][C:3]=1[Cl:11].[Cl:12][C:13]1[CH:14]=[CH:15][C:16]([OH:19])=[N:17][CH:18]=1.C(=O)([O-])[O-].[K+].[K+].CC(N(C)C)=O, predict the reaction product. The product is: [Cl:12][C:13]1[CH:14]=[CH:15][C:16]([O:19][C:2]2[CH:7]=[CH:6][C:5]([N+:8]([O-:10])=[O:9])=[CH:4][C:3]=2[Cl:11])=[N:17][CH:18]=1. (4) Given the reactants [NH2:1][C:2]1[N:7]=[CH:6][N:5]=[C:4]2[N:8]([CH2:19][CH2:20][NH:21][CH2:22][C:23]3[O:24][CH:25]=[CH:26][CH:27]=3)[N:9]=[C:10]([C:11]3[CH:12]=[CH:13][C:14]([Cl:18])=[C:15]([OH:17])[CH:16]=3)[C:3]=12.[C:28](Cl)(=[O:31])[CH:29]=[CH2:30], predict the reaction product. The product is: [NH2:1][C:2]1[N:7]=[CH:6][N:5]=[C:4]2[N:8]([CH2:19][CH2:20][N:21]([CH2:22][C:23]3[O:24][CH:25]=[CH:26][CH:27]=3)[C:28](=[O:31])[CH:29]=[CH2:30])[N:9]=[C:10]([C:11]3[CH:12]=[CH:13][C:14]([Cl:18])=[C:15]([OH:17])[CH:16]=3)[C:3]=12. (5) The product is: [CH3:52][O:51][C:35]1[CH:36]=[C:37]([O:40][CH2:41][CH2:42][CH2:43][O:44][C:45]2[CH:46]=[CH:47][CH:48]=[CH:49][CH:50]=2)[CH:38]=[CH:39][C:34]=1[CH2:33][CH2:32][NH:31][C:29]([N:26]1[CH2:27][CH2:28][CH:23]([NH:22][C:21]2[CH:20]=[CH:19][C:18]([CH2:17][CH2:16][NH:15][CH2:14][C@H:13]([OH:55])[CH2:12][O:11][C:10]3[CH:56]=[CH:57][C:7]([OH:6])=[CH:8][CH:9]=3)=[CH:54][CH:53]=2)[CH2:24][CH2:25]1)=[O:30]. Given the reactants C([Si](C1C=CC=CC=1)(C1C=CC=CC=1)[O:6][C:7]1[CH:57]=[CH:56][C:10]([O:11][CH2:12][C@@H:13]([OH:55])[CH2:14][NH:15][CH2:16][CH2:17][C:18]2[CH:54]=[CH:53][C:21]([NH:22][CH:23]3[CH2:28][CH2:27][N:26]([C:29]([NH:31][CH2:32][CH2:33][C:34]4[CH:39]=[CH:38][C:37]([O:40][CH2:41][CH2:42][CH2:43][O:44][C:45]5[CH:50]=[CH:49][CH:48]=[CH:47][CH:46]=5)=[CH:36][C:35]=4[O:51][CH3:52])=[O:30])[CH2:25][CH2:24]3)=[CH:20][CH:19]=2)=[CH:9][CH:8]=1)(C)(C)C, predict the reaction product. (6) The product is: [CH2:1]([C:8]([CH2:27][CH2:26][CH2:25][CH2:24][CH2:23][CH2:22][C:21]([F:29])([F:30])[C:20]([F:19])([F:31])[F:32])([C:13]([O:15][CH3:16])=[O:14])[C:9]([O:11][CH3:12])=[O:10])[CH2:2][CH2:3][CH2:4][CH2:5][CH:6]=[CH2:7]. Given the reactants [CH2:1]([CH:8]([C:13]([O:15][CH3:16])=[O:14])[C:9]([O:11][CH3:12])=[O:10])[CH2:2][CH2:3][CH2:4][CH2:5][CH:6]=[CH2:7].[H-].[Na+].[F:19][C:20]([F:32])([F:31])[C:21]([F:30])([F:29])[CH2:22][CH2:23][CH2:24][CH2:25][CH2:26][CH2:27]I.O, predict the reaction product.